Predict the reactants needed to synthesize the given product. From a dataset of Full USPTO retrosynthesis dataset with 1.9M reactions from patents (1976-2016). (1) Given the product [Cl:1][C:2]1[CH:22]=[C:21]([F:23])[C:20]([N:24]2[C:29](=[O:30])[CH:28]=[C:27]([C:31]([F:32])([F:33])[F:34])[N:26]([CH3:35])[C:25]2=[O:36])=[CH:19][C:3]=1[O:4][C:5]1[CH:6]=[CH:7][C:8]([OH:9])=[CH:17][CH:18]=1, predict the reactants needed to synthesize it. The reactants are: [Cl:1][C:2]1[CH:22]=[C:21]([F:23])[C:20]([N:24]2[C:29](=[O:30])[CH:28]=[C:27]([C:31]([F:34])([F:33])[F:32])[N:26]([CH3:35])[C:25]2=[O:36])=[CH:19][C:3]=1[O:4][C:5]1[CH:18]=[CH:17][C:8]([O:9]CC2C=CC=CC=2)=[CH:7][CH:6]=1.C(OCC)(=O)C. (2) Given the product [NH2:22][C:23]1[CH:31]=[CH:30][C:26]([C:27]([NH:1][CH2:2][CH2:3][CH:4]([OH:21])[CH2:5][N:6]2[CH2:7][CH2:8][CH:9]([O:12][C:13]3[CH:18]=[CH:17][C:16]([Cl:19])=[C:15]([Cl:20])[CH:14]=3)[CH2:10][CH2:11]2)=[O:28])=[CH:25][C:24]=1[O:32][CH3:33], predict the reactants needed to synthesize it. The reactants are: [NH2:1][CH2:2][CH2:3][CH:4]([OH:21])[CH2:5][N:6]1[CH2:11][CH2:10][CH:9]([O:12][C:13]2[CH:18]=[CH:17][C:16]([Cl:19])=[C:15]([Cl:20])[CH:14]=2)[CH2:8][CH2:7]1.[NH2:22][C:23]1[CH:31]=[CH:30][C:26]([C:27](O)=[O:28])=[CH:25][C:24]=1[O:32][CH3:33]. (3) Given the product [NH2:46][C@H:42]([C:43](=[O:44])[NH:24][C:21]1[CH:22]=[N:23][C:18]([O:17][C:12]2[CH:13]=[C:14]3[C:9](=[CH:10][CH:11]=2)[O:8][CH:7]([C:1]2[CH:6]=[CH:5][CH:4]=[CH:3][CH:2]=2)[CH2:16][CH2:15]3)=[CH:19][CH:20]=1)[CH2:41][CH2:40][C:39]([OH:50])=[O:38], predict the reactants needed to synthesize it. The reactants are: [C:1]1([CH:7]2[CH2:16][CH2:15][C:14]3[C:9](=[CH:10][CH:11]=[C:12]([O:17][C:18]4[N:23]=[CH:22][C:21]([NH2:24])=[CH:20][CH:19]=4)[CH:13]=3)[O:8]2)[CH:6]=[CH:5][CH:4]=[CH:3][CH:2]=1.N1CCC(C(O)=O)CC1.C([O:38][C:39](=[O:50])[CH2:40][CH2:41][C@H:42]([NH:46]C(O)=O)[C:43](O)=[O:44])(C)(C)C. (4) Given the product [CH3:8][C:7]1[O:6][C:5](=[O:9])[O:4][C:3]=1[CH2:2][O:28][C:26](=[O:27])[C@H:25]([OH:29])[C@H:24]([NH2:23])[CH2:30][C:31]1[CH:32]=[CH:33][CH:34]=[CH:35][CH:36]=1.[ClH:1], predict the reactants needed to synthesize it. The reactants are: [Cl:1][CH2:2][C:3]1[O:4][C:5](=[O:9])[O:6][C:7]=1[CH3:8].C(=O)([O-])[O-].[Cs+].[Cs+].C([NH:23][C@H:24]([CH2:30][C:31]1[CH:36]=[CH:35][CH:34]=[CH:33][CH:32]=1)[C@@H:25]([OH:29])[C:26]([OH:28])=[O:27])(OC(C)(C)C)=O.[Na+].[Cl-].